Dataset: Peptide-MHC class I binding affinity with 185,985 pairs from IEDB/IMGT. Task: Regression. Given a peptide amino acid sequence and an MHC pseudo amino acid sequence, predict their binding affinity value. This is MHC class I binding data. (1) The peptide sequence is FPVKPQVPLR. The MHC is HLA-B58:01 with pseudo-sequence HLA-B58:01. The binding affinity (normalized) is 0. (2) The peptide sequence is VNRWLFRHL. The MHC is HLA-B27:05 with pseudo-sequence HLA-B27:05. The binding affinity (normalized) is 0.0847. (3) The peptide sequence is HDKYHSNVKEL. The MHC is Mamu-B01 with pseudo-sequence Mamu-B01. The binding affinity (normalized) is 0. (4) The peptide sequence is PTPKKMNIV. The MHC is Mamu-A01 with pseudo-sequence Mamu-A01. The binding affinity (normalized) is 0.737. (5) The MHC is HLA-A31:01 with pseudo-sequence HLA-A31:01. The binding affinity (normalized) is 0.0847. The peptide sequence is FHLRSRFAF. (6) The MHC is HLA-B27:05 with pseudo-sequence HLA-B27:05. The peptide sequence is VSDGGPNLY. The binding affinity (normalized) is 0.0847. (7) The binding affinity (normalized) is 0.304. The peptide sequence is LDQAETAGA. The MHC is Patr-B2401 with pseudo-sequence Patr-B2401.